This data is from Catalyst prediction with 721,799 reactions and 888 catalyst types from USPTO. The task is: Predict which catalyst facilitates the given reaction. (1) Product: [CH3:24][C:20]1[N:19]=[C:18]([C:13]2[C:12]([C:10]3[CH:9]=[CH:8][C:4]4[N:5]=[CH:6][N:7]=[C:2]([NH2:25])[C:3]=4[N:11]=3)=[CH:17][CH:16]=[CH:15][N:14]=2)[CH:23]=[CH:22][CH:21]=1. Reactant: Cl[C:2]1[C:3]2[N:11]=[C:10]([C:12]3[C:13]([C:18]4[CH:23]=[CH:22][CH:21]=[C:20]([CH3:24])[N:19]=4)=[N:14][CH:15]=[CH:16][CH:17]=3)[CH:9]=[CH:8][C:4]=2[N:5]=[CH:6][N:7]=1.[NH3:25].CC(O)C. The catalyst class is: 1. (2) Reactant: C([O:3][CH:4](OCC)[C:5]1[CH:10]=[C:9]([NH:11][C:12]2[S:13][C:14]3[C:19]([N:20]=2)=[CH:18][CH:17]=[CH:16][N:15]=3)[N:8]=[C:7]([NH:21][C@H:22]2[CH2:27][CH2:26][C@H:25]([OH:28])[CH2:24][CH2:23]2)[N:6]=1)C.Cl. Product: [OH:28][C@H:25]1[CH2:26][CH2:27][C@H:22]([NH:21][C:7]2[N:6]=[C:5]([CH:4]=[O:3])[CH:10]=[C:9]([NH:11][C:12]3[S:13][C:14]4[C:19]([N:20]=3)=[CH:18][CH:17]=[CH:16][N:15]=4)[N:8]=2)[CH2:23][CH2:24]1. The catalyst class is: 7. (3) Reactant: [C:1]([C:5]1[CH:10]=[CH:9][C:8]([N:11]2[C:15](=[O:16])[C:14]([CH3:18])([CH3:17])[N:13]([CH2:19][C:20]3[CH:25]=[CH:24][N:23]4[O:26][C:27](=S)[N:28]=[C:22]4[CH:21]=3)[C:12]2=[O:30])=[CH:7][CH:6]=1)([CH3:4])([CH3:3])[CH3:2].[CH3:31][NH:32][CH2:33][CH2:34][CH2:35][CH3:36]. Product: [CH2:33]([N:32]([CH3:31])[C:27]([NH:28][C:22]1[CH:21]=[C:20]([CH2:19][N:13]2[C:14]([CH3:18])([CH3:17])[C:15](=[O:16])[N:11]([C:8]3[CH:7]=[CH:6][C:5]([C:1]([CH3:3])([CH3:4])[CH3:2])=[CH:10][CH:9]=3)[C:12]2=[O:30])[CH:25]=[CH:24][N:23]=1)=[O:26])[CH2:34][CH2:35][CH3:36]. The catalyst class is: 12. (4) Reactant: Cl[C:2]1[C:7]([CH:8]=[CH:9][C:10]([NH:12][CH2:13][C:14]2[CH:19]=[CH:18][C:17]([NH:20][S:21]([CH3:24])(=[O:23])=[O:22])=[C:16]([F:25])[CH:15]=2)=[O:11])=[CH:6][CH:5]=[C:4]([C:26]([F:29])([F:28])[F:27])[N:3]=1.[O:30]([CH3:32])[Na]. Product: [F:25][C:16]1[CH:15]=[C:14]([CH:19]=[CH:18][C:17]=1[NH:20][S:21]([CH3:24])(=[O:23])=[O:22])[CH2:13][NH:12][C:10](=[O:11])[CH:9]=[CH:8][C:7]1[C:2]([O:30][CH3:32])=[N:3][C:4]([C:26]([F:29])([F:28])[F:27])=[CH:5][CH:6]=1. The catalyst class is: 5. (5) Reactant: [H-].[H-].[H-].[H-].[Li+].[Al+3].[CH3:7][CH:8]([CH2:36][CH2:37][CH2:38][CH:39]([CH3:41])[CH3:40])[CH2:9][CH2:10][O:11][C:12]1[CH:17]=[CH:16][C:15]([C:18]2[CH:28]=[C:27]([C:29](OCC)=[O:30])[C:26]([O:34][CH3:35])=[CH:25][C:19]=2[C:20](OCC)=[O:21])=[CH:14][CH:13]=1.O.[OH-].[Na+]. Product: [OH:21][CH2:20][C:19]1[CH:25]=[C:26]([O:34][CH3:35])[C:27]([CH2:29][OH:30])=[CH:28][C:18]=1[C:15]1[CH:14]=[CH:13][C:12]([O:11][CH2:10][CH2:9][CH:8]([CH3:7])[CH2:36][CH2:37][CH2:38][CH:39]([CH3:41])[CH3:40])=[CH:17][CH:16]=1. The catalyst class is: 1. (6) Reactant: [NH2:1][CH2:2][C:3]1([OH:16])[CH2:8][CH2:7][N:6]([CH2:9][C:10]2[CH:15]=[CH:14][CH:13]=[CH:12][CH:11]=2)[CH2:5][CH2:4]1.C(N(CC)CC)C.[Cl:24][CH2:25][C:26](Cl)=[O:27]. The catalyst class is: 46. Product: [CH2:9]([N:6]1[CH2:7][CH2:8][C:3]([CH2:2][NH:1][C:26](=[O:27])[CH2:25][Cl:24])([OH:16])[CH2:4][CH2:5]1)[C:10]1[CH:15]=[CH:14][CH:13]=[CH:12][CH:11]=1. (7) Reactant: [NH2:1][CH2:2][CH2:3][CH2:4][O:5][Si](C(C)(C)C)(C1C=CC=CC=1)C1C=CC=CC=1.[C:23]([O:38][C@H:39]([CH2:44][CH2:45][CH2:46][CH2:47][CH2:48][CH2:49][CH2:50][CH2:51][CH2:52][CH2:53][CH3:54])[CH2:40][C:41]([OH:43])=O)(=[O:37])[CH2:24][CH2:25][CH2:26][CH2:27][CH2:28][CH2:29][CH2:30][CH2:31][CH2:32][CH2:33][CH2:34][CH2:35][CH3:36].C(Cl)CCl.CCCC[N+](CCCC)(CCCC)CCCC.[F-]. Product: [C:23]([O:38][C@H:39]([CH2:44][CH2:45][CH2:46][CH2:47][CH2:48][CH2:49][CH2:50][CH2:51][CH2:52][CH2:53][CH3:54])[CH2:40][C:41]([NH:1][CH2:2][CH2:3][CH2:4][OH:5])=[O:43])(=[O:37])[CH2:24][CH2:25][CH2:26][CH2:27][CH2:28][CH2:29][CH2:30][CH2:31][CH2:32][CH2:33][CH2:34][CH2:35][CH3:36]. The catalyst class is: 1. (8) Reactant: [Cl:1][C:2]1[CH:7]=[CH:6][C:5]([N:8]([C:38]([CH:40]2[CH2:42][CH2:41]2)=[O:39])[C@H:9]2[C:18]3[C:13](=[CH:14][CH:15]=[CH:16][CH:17]=3)[N:12]([C:19]([C:21]3[CH:36]=[CH:35][C:24]([O:25][CH2:26][CH2:27][C:28]([CH3:34])([CH3:33])[C:29]([O:31]C)=[O:30])=[CH:23][CH:22]=3)=[O:20])[C@@H:11]([CH3:37])[CH2:10]2)=[CH:4][CH:3]=1.[OH-].[Na+]. The catalyst class is: 364. Product: [Cl:1][C:2]1[CH:3]=[CH:4][C:5]([N:8]([C:38]([CH:40]2[CH2:41][CH2:42]2)=[O:39])[C@H:9]2[C:18]3[C:13](=[CH:14][CH:15]=[CH:16][CH:17]=3)[N:12]([C:19]([C:21]3[CH:22]=[CH:23][C:24]([O:25][CH2:26][CH2:27][C:28]([CH3:33])([CH3:34])[C:29]([OH:31])=[O:30])=[CH:35][CH:36]=3)=[O:20])[C@@H:11]([CH3:37])[CH2:10]2)=[CH:6][CH:7]=1. (9) Reactant: [CH2:1]([O:3][C:4]1[CH:9]=[CH:8][C:7]([C:10]2(O)[CH2:15][CH2:14][CH:13]([C:16]3[CH:21]=[CH:20][C:19]([O:22][CH2:23][CH2:24][CH2:25][CH3:26])=[C:18]([F:27])[C:17]=3[F:28])[CH2:12][CH2:11]2)=[C:6]([F:30])[C:5]=1[F:31])[CH3:2].C1(C)C=CC(S(O)(=O)=O)=CC=1.O. Product: [CH2:1]([O:3][C:4]1[CH:9]=[CH:8][C:7]([C:10]2[CH2:15][CH2:14][CH:13]([C:16]3[CH:21]=[CH:20][C:19]([O:22][CH2:23][CH2:24][CH2:25][CH3:26])=[C:18]([F:27])[C:17]=3[F:28])[CH2:12][CH:11]=2)=[C:6]([F:30])[C:5]=1[F:31])[CH3:2]. The catalyst class is: 11. (10) Reactant: [C:1]([O-:4])(O)=[O:2].[Na+].[NH2:6][CH2:7][CH2:8][CH2:9][OH:10].[C:11]1(COC(Cl)=O)[C:23]2[CH2:22][C:21]3[C:16](=[CH:17][CH:18]=[CH:19][CH:20]=3)[C:15]=2[CH:14]=[CH:13][CH:12]=1.O1CCOC[CH2:30]1. Product: [CH:11]1[C:23]2[CH:22]([O:4][C:1](=[O:2])[N:6]([CH3:30])[CH2:7][CH2:8][CH2:9][OH:10])[C:21]3[C:16](=[CH:17][CH:18]=[CH:19][CH:20]=3)[C:15]=2[CH:14]=[CH:13][CH:12]=1. The catalyst class is: 161.